This data is from Peptide-MHC class I binding affinity with 185,985 pairs from IEDB/IMGT. The task is: Regression. Given a peptide amino acid sequence and an MHC pseudo amino acid sequence, predict their binding affinity value. This is MHC class I binding data. (1) The binding affinity (normalized) is 1.00. The peptide sequence is FPFKYAYAF. The MHC is Mamu-A2201 with pseudo-sequence Mamu-A2201. (2) The peptide sequence is SPKTPDYPLI. The MHC is HLA-B35:01 with pseudo-sequence HLA-B35:01. The binding affinity (normalized) is 0.200. (3) The peptide sequence is YGQMPRQTGG. The MHC is Mamu-B08 with pseudo-sequence Mamu-B08. The binding affinity (normalized) is 0. (4) The MHC is Mamu-A2201 with pseudo-sequence Mamu-A2201. The peptide sequence is FNFKYAAAF. The binding affinity (normalized) is 0.369. (5) The peptide sequence is VGNVYLKF. The MHC is Mamu-B52 with pseudo-sequence Mamu-B52. The binding affinity (normalized) is 0.867. (6) The peptide sequence is WEFVNRPPL. The MHC is BoLA-HD6 with pseudo-sequence BoLA-HD6. The binding affinity (normalized) is 0.592. (7) The peptide sequence is YMPTVIEEL. The MHC is HLA-A02:01 with pseudo-sequence HLA-A02:01. The binding affinity (normalized) is 0.660. (8) The binding affinity (normalized) is 0.692. The peptide sequence is WATSSFREK. The MHC is HLA-A68:01 with pseudo-sequence HLA-A68:01.